From a dataset of NCI-60 drug combinations with 297,098 pairs across 59 cell lines. Regression. Given two drug SMILES strings and cell line genomic features, predict the synergy score measuring deviation from expected non-interaction effect. Drug 1: C1CCC(C1)C(CC#N)N2C=C(C=N2)C3=C4C=CNC4=NC=N3. Drug 2: CC1=C(C(=O)C2=C(C1=O)N3CC4C(C3(C2COC(=O)N)OC)N4)N. Cell line: U251. Synergy scores: CSS=30.6, Synergy_ZIP=2.78, Synergy_Bliss=3.05, Synergy_Loewe=-27.3, Synergy_HSA=2.59.